From a dataset of Peptide-MHC class I binding affinity with 185,985 pairs from IEDB/IMGT. Regression. Given a peptide amino acid sequence and an MHC pseudo amino acid sequence, predict their binding affinity value. This is MHC class I binding data. The peptide sequence is GYIPIERVL. The MHC is HLA-B07:02 with pseudo-sequence HLA-B07:02. The binding affinity (normalized) is 0.0847.